From a dataset of Catalyst prediction with 721,799 reactions and 888 catalyst types from USPTO. Predict which catalyst facilitates the given reaction. (1) Reactant: Cl[C:2]1[C:7]([N+:8]([O-:10])=[O:9])=[C:6]([CH3:11])[CH:5]=[C:4]([Cl:12])[N:3]=1.[F:13][C:14]1([F:20])[CH2:19][CH2:18][NH:17][CH2:16][CH2:15]1. Product: [Cl:12][C:4]1[N:3]=[C:2]([N:17]2[CH2:18][CH2:19][C:14]([F:20])([F:13])[CH2:15][CH2:16]2)[C:7]([N+:8]([O-:10])=[O:9])=[C:6]([CH3:11])[CH:5]=1. The catalyst class is: 23. (2) Reactant: [CH2:1]([O:5][C:6]1[N:14]=[C:13]2[C:9]([N:10]=[C:11]([O:21]C)[N:12]2[CH2:15][CH:16]2[CH2:20][CH2:19][O:18][CH2:17]2)=[C:8]([NH2:23])[N:7]=1)[CH2:2][CH2:3][CH3:4].Cl.O.[OH-].[Na+]. Product: [NH2:23][C:8]1[N:7]=[C:6]([O:5][CH2:1][CH2:2][CH2:3][CH3:4])[N:14]=[C:13]2[C:9]=1[NH:10][C:11](=[O:21])[N:12]2[CH2:15][CH:16]1[CH2:20][CH2:19][O:18][CH2:17]1. The catalyst class is: 71. (3) Reactant: I[C:2]1[CH:11]=[CH:10][C:9]2[C:4](=[C:5]([O:12][CH:13]([CH3:15])[CH3:14])[CH:6]=[CH:7][CH:8]=2)[N:3]=1.[Br-].[N:17]1[CH:22]=[CH:21][CH:20]=[CH:19][C:18]=1[Zn+].[NH4+].[Cl-]. Product: [N:17]1[CH:22]=[CH:21][CH:20]=[CH:19][C:18]=1[C:2]1[CH:11]=[CH:10][C:9]2[C:4](=[C:5]([O:12][CH:13]([CH3:15])[CH3:14])[CH:6]=[CH:7][CH:8]=2)[N:3]=1. The catalyst class is: 516. (4) Reactant: [Br:1][C:2]1[CH:7]=[CH:6][C:5]([C:8]([CH:10]2[CH2:15][CH2:14][NH:13][CH2:12][CH2:11]2)=[O:9])=[CH:4][CH:3]=1.CCN(CC)CC.[CH3:23][C:24]([O:27][C:28](O[C:28]([O:27][C:24]([CH3:26])([CH3:25])[CH3:23])=[O:29])=[O:29])([CH3:26])[CH3:25]. Product: [C:24]([O:27][C:28]([N:13]1[CH2:14][CH2:15][CH:10]([C:8](=[O:9])[C:5]2[CH:6]=[CH:7][C:2]([Br:1])=[CH:3][CH:4]=2)[CH2:11][CH2:12]1)=[O:29])([CH3:26])([CH3:25])[CH3:23]. The catalyst class is: 2. (5) Reactant: [C:1]([O:5][C:6]([N:8]1[CH2:13][CH2:12][N:11]([C:14]2[CH:19]=[CH:18][C:17]([NH2:20])=[C:16]([CH3:21])[CH:15]=2)[CH2:10][CH2:9]1)=[O:7])([CH3:4])([CH3:3])[CH3:2].[CH3:22][O:23][C:24]1[CH:29]=[CH:28][C:27]([CH3:30])=[CH:26][C:25]=1[N:31]=[C:32]=[O:33].CO. Product: [C:1]([O:5][C:6]([N:8]1[CH2:13][CH2:12][N:11]([C:14]2[CH:19]=[CH:18][C:17]([NH:20][C:32]([NH:31][C:25]3[CH:26]=[C:27]([CH3:30])[CH:28]=[CH:29][C:24]=3[O:23][CH3:22])=[O:33])=[C:16]([CH3:21])[CH:15]=2)[CH2:10][CH2:9]1)=[O:7])([CH3:4])([CH3:3])[CH3:2]. The catalyst class is: 7. (6) Reactant: Cl[C:2]1[CH:7]=[C:6]([Cl:8])[N:5]=[CH:4][N:3]=1.[NH2:9][C:10]1[CH:11]=[C:12]2[C:16](=[CH:17][CH:18]=1)[N:15](C(OC(C)(C)C)=O)[N:14]=[CH:13]2.C(N(C(C)C)CC)(C)C.CN(C=O)C. Product: [Cl:8][C:6]1[N:5]=[CH:4][N:3]=[C:2]([NH:9][C:10]2[CH:11]=[C:12]3[C:16](=[CH:17][CH:18]=2)[NH:15][N:14]=[CH:13]3)[CH:7]=1. The catalyst class is: 6. (7) Reactant: [CH3:1][C:2]1[N:6]2[N:7]=[C:8]([C:19]3[CH:24]=[CH:23][C:22]([N+:25]([O-:27])=[O:26])=[CH:21][CH:20]=3)[C:9]3[CH:15]=[C:14]4[O:16][CH2:17][O:18][C:13]4=[CH:12][C:10]=3[CH2:11][C:5]2=[N:4][CH:3]=1.[Br:28]N1C(=O)CCC1=O.O. Product: [Br:28][C:3]1[N:4]=[C:5]2[CH2:11][C:10]3[CH:12]=[C:13]4[O:18][CH2:17][O:16][C:14]4=[CH:15][C:9]=3[C:8]([C:19]3[CH:24]=[CH:23][C:22]([N+:25]([O-:27])=[O:26])=[CH:21][CH:20]=3)=[N:7][N:6]2[C:2]=1[CH3:1]. The catalyst class is: 9. (8) Reactant: C([CH:3]([C:23]([OH:25])=[O:24])[N:4]([C:15]1[CH:20]=[CH:19][CH:18]=[C:17]([Cl:21])[C:16]=1[CH3:22])[S:5]([C:8]1[CH:13]=[CH:12][C:11]([CH3:14])=[CH:10][CH:9]=1)(=[O:7])=[O:6])C.[OH-].[Na+]. Product: [Cl:21][C:17]1[C:16]([CH3:22])=[C:15]([N:4]([S:5]([C:8]2[CH:9]=[CH:10][C:11]([CH3:14])=[CH:12][CH:13]=2)(=[O:6])=[O:7])[CH2:3][C:23]([OH:25])=[O:24])[CH:20]=[CH:19][CH:18]=1. The catalyst class is: 714.